This data is from Catalyst prediction with 721,799 reactions and 888 catalyst types from USPTO. The task is: Predict which catalyst facilitates the given reaction. (1) Reactant: [O:1]=[C:2]1[CH2:7][CH2:6][CH:5]([C:8]([O:10][CH2:11][CH3:12])=[O:9])[CH2:4][CH2:3]1.C1C(=O)N([Br:20])C(=O)C1.CC1C=CC(S(O)(=O)=O)=CC=1. Product: [Br:20][CH:3]1[C:2](=[O:1])[CH2:7][CH2:6][CH:5]([C:8]([O:10][CH2:11][CH3:12])=[O:9])[CH2:4]1. The catalyst class is: 11. (2) Reactant: [C:1]1([CH3:12])[CH:6]=[CH:5][CH:4]=[CH:3][C:2]=1[O:7]C(=O)CC.[Cl-].[Cl-].[Cl-].[Al+3]. Product: [OH:7][C:2]1[CH:3]=[CH:4][C:5]([C:2](=[O:7])[CH2:1][CH3:6])=[CH:6][C:1]=1[CH3:12]. The catalyst class is: 463.